Dataset: Catalyst prediction with 721,799 reactions and 888 catalyst types from USPTO. Task: Predict which catalyst facilitates the given reaction. (1) Reactant: [F:1][C:2]1[CH:3]=[CH:4][C:5]([CH:8]=[O:9])=[N:6][CH:7]=1.[F:10][C:11]([F:24])([F:23])[C:12]1[CH:22]=[CH:21][CH:20]=[CH:19][C:13]=1[C:14]([NH:16][CH:17]=[CH2:18])=[O:15]. Product: [F:1][C:2]1[CH:3]=[CH:4][C:5]([C@H:8]2[C@@H:17]([NH:16][C:14](=[O:15])[C:13]3[CH:19]=[CH:20][CH:21]=[CH:22][C:12]=3[C:11]([F:10])([F:23])[F:24])[CH2:18][O:9]2)=[N:6][CH:7]=1. The catalyst class is: 10. (2) Reactant: [CH2:1]([N:3]1[C:7]([NH:8][C:9](=[C:12]([C:18]([O:20]CC)=O)[C:13]([O:15][CH2:16][CH3:17])=[O:14])[CH2:10][CH3:11])=[CH:6][CH:5]=[N:4]1)[CH3:2].N12CCCN=C1CCCCC2. Product: [CH2:1]([N:3]1[C:7]2=[N:8][C:9]([CH2:10][CH3:11])=[C:12]([C:13]([O:15][CH2:16][CH3:17])=[O:14])[C:18]([OH:20])=[C:6]2[CH:5]=[N:4]1)[CH3:2]. The catalyst class is: 11. (3) Reactant: O=[C:2]1[C:8]2=[N:9][CH:10]=[CH:11][CH:12]=[C:7]2[CH2:6][CH2:5][CH2:4][CH:3]1[CH2:13][CH2:14][C:15]([O:17]CC)=O.O.C1(C)C=CC(S(O)(=O)=O)=CC=1.[CH3:32][O:33][C:34]1[CH:39]=[CH:38][C:37]([C@H:40]([NH2:42])[CH3:41])=[CH:36][CH:35]=1.C(O[BH-](OC(=O)C)OC(=O)C)(=O)C.[Na+].[BH4-].[Li+]. Product: [CH3:32][O:33][C:34]1[CH:39]=[CH:38][C:37]([C@H:40]([NH:42][CH:2]2[C:8]3=[N:9][CH:10]=[CH:11][CH:12]=[C:7]3[CH2:6][CH2:5][CH2:4][CH:3]2[CH2:13][CH2:14][CH2:15][OH:17])[CH3:41])=[CH:36][CH:35]=1. The catalyst class is: 359. (4) Reactant: Cl[C:2]1[C:7]([C:8]([F:11])([F:10])[F:9])=[CH:6][CH:5]=[CH:4][N:3]=1.B(O)(O)[C:13]1[CH:14]=[CH:15][C:16]([CH3:19])=[CH:17][CH:18]=1.C([O-])([O-])=O.[Na+].[Na+]. Product: [C:16]1([CH3:19])[CH:17]=[CH:18][C:13]([C:2]2[C:7]([C:8]([F:11])([F:10])[F:9])=[CH:6][CH:5]=[CH:4][N:3]=2)=[CH:14][CH:15]=1. The catalyst class is: 104. (5) Reactant: [Cl:1][C:2]1[CH:7]=[CH:6][C:5]([OH:8])=[CH:4][CH:3]=1.[CH3:9]C(C)([O-])C.[K+].Cl[C:16]1[CH:17]=[N:18][CH:19]=[C:20](Cl)[C:21]=1[CH:22]=O.C[CH:26]([SH:30])[C:27]([O-:29])=[O:28].C([O-])([O-])=O.[Cs+].[Cs+]. Product: [Cl:1][C:2]1[CH:7]=[CH:6][C:5]([O:8][C:20]2[CH:19]=[N:18][CH:17]=[C:16]3[S:30][C:26]([C:27]([O:29][CH3:9])=[O:28])=[CH:22][C:21]=23)=[CH:4][CH:3]=1. The catalyst class is: 1.